Task: Predict which catalyst facilitates the given reaction.. Dataset: Catalyst prediction with 721,799 reactions and 888 catalyst types from USPTO (1) Reactant: [C:1]([O:5][C:6]([NH:8][C@@H:9]1[CH2:14][CH2:13][N:12](C(OCC2C=CC=CC=2)=O)[CH2:11][C@H:10]1[O:25][CH3:26])=[O:7])([CH3:4])([CH3:3])[CH3:2]. Product: [CH3:26][O:25][C@H:10]1[C@H:9]([NH:8][C:6](=[O:7])[O:5][C:1]([CH3:3])([CH3:2])[CH3:4])[CH2:14][CH2:13][NH:12][CH2:11]1. The catalyst class is: 29. (2) Reactant: [CH3:1][O:2][C:3]([C:5]1[CH:10]=[N:9][C:8](F)=[CH:7][N:6]=1)=[O:4].[NH3:12]. Product: [CH3:1][O:2][C:3]([C:5]1[CH:10]=[N:9][C:8]([NH2:12])=[CH:7][N:6]=1)=[O:4]. The catalyst class is: 305. (3) Reactant: C1([O:7][C:8]2C=CC=CC=2)C=CC=CC=1.C([N:18](CCCC)CCCC)CCC.[CH3:27][C:28]1[S:32][C:31](/[CH:33]=[CH:34]/C(N=[N+]=[N-])=O)=[CH:30][CH:29]=1.CCCCCC. Product: [CH3:27][C:28]1[S:32][C:31]2[CH:33]=[CH:34][NH:18][C:8](=[O:7])[C:30]=2[CH:29]=1. The catalyst class is: 2. (4) Reactant: C(=O)(O)[O-:2].[Na+].Cl.NO.[F:9][C:10]([F:22])([F:21])[CH2:11][O:12][C:13]1[CH:18]=[CH:17][N:16]=[C:15]([C:19]#[N:20])[CH:14]=1. Product: [F:22][C:10]([F:9])([F:21])[CH2:11][O:12][C:13]1[CH:18]=[CH:17][N:16]=[C:15]([C:19]([NH2:20])=[O:2])[CH:14]=1. The catalyst class is: 8. (5) Reactant: [CH3:1][O:2][C:3]1[CH:8]=[C:7]([N+:9]([O-])=O)[CH:6]=[CH:5][C:4]=1[N:12]1[C:16]([CH3:17])=[CH:15][N:14]=[CH:13]1. Product: [CH3:1][O:2][C:3]1[CH:8]=[C:7]([CH:6]=[CH:5][C:4]=1[N:12]1[C:16]([CH3:17])=[CH:15][N:14]=[CH:13]1)[NH2:9]. The catalyst class is: 78. (6) Reactant: [CH3:1][N:2]1[C:7](=[O:8])[CH:6]=[CH:5][C:4]([C:9](=[O:28])[CH2:10][CH:11]([C:19]2[CH:27]=[CH:26][C:22]([C:23]([OH:25])=O)=[CH:21][CH:20]=2)[C:12]2[CH:17]=[CH:16][CH:15]=[CH:14][C:13]=2[CH3:18])=[CH:3]1.[CH3:29][S:30]([CH2:33][CH2:34][NH2:35])(=[O:32])=[O:31].F[P-](F)(F)(F)(F)F.N1(O[P+](N(C)C)(N(C)C)N(C)C)C2C=CC=CC=2N=N1. Product: [CH3:1][N:2]1[C:7](=[O:8])[CH:6]=[CH:5][C:4]([C:9](=[O:28])[CH2:10][CH:11]([C:19]2[CH:27]=[CH:26][C:22]([C:23]([NH:35][CH2:34][CH2:33][S:30]([CH3:29])(=[O:32])=[O:31])=[O:25])=[CH:21][CH:20]=2)[C:12]2[CH:17]=[CH:16][CH:15]=[CH:14][C:13]=2[CH3:18])=[CH:3]1. The catalyst class is: 7. (7) Reactant: CC1(C)C(C)(C)[O:5][B:4]([C:9]2[CH:14]=[CH:13][CH:12]=[CH:11][C:10]=2[CH:15]([CH3:22])[C:16]#[C:17][Si:18]([CH3:21])([CH3:20])[CH3:19])[O:3]1.CC(O)=O.CCOC(C)=O. Product: [CH3:22][CH:15]([C:10]1[CH:11]=[CH:12][CH:13]=[CH:14][C:9]=1[B:4]([OH:5])[OH:3])[C:16]#[C:17][Si:18]([CH3:21])([CH3:19])[CH3:20]. The catalyst class is: 76. (8) Reactant: C[Si](Cl)(C)C.Br[CH2:7][C:8]([O:10][CH2:11][CH3:12])=[O:9].[CH2:13]([C:15]1[CH:22]=[C:21]([O:23]C2CCCCO2)[CH:20]=[C:19]([B:30]2[O:34][C:33](C)(C)C(C)(C)[O:31]2)[C:16]=1C=O)[CH3:14].Cl. Product: [CH2:11]([O:10][C:8](=[O:9])[CH2:7][CH:33]1[O:34][B:30]([OH:31])[C:19]2[CH:20]=[C:21]([OH:23])[CH:22]=[C:15]([CH2:13][CH3:14])[C:16]1=2)[CH3:12]. The catalyst class is: 324.